From a dataset of Catalyst prediction with 721,799 reactions and 888 catalyst types from USPTO. Predict which catalyst facilitates the given reaction. Reactant: [CH2:1]([O:3][C:4]1[CH:9]=[C:8]([F:10])[CH:7]=[CH:6][C:5]=1[C:11]1[S:19][C:18]2[CH:17]=[N:16][CH:15]=[N:14][C:13]=2[C:12]=1[CH3:20])[CH3:2].O.[NH2:22][NH2:23]. Product: [CH2:1]([O:3][C:4]1[CH:9]=[C:8]([F:10])[CH:7]=[CH:6][C:5]=1[C:11]1[S:19][C:18]2[C:17]([NH:22][NH2:23])=[N:16][CH:15]=[N:14][C:13]=2[C:12]=1[CH3:20])[CH3:2]. The catalyst class is: 8.